Dataset: Reaction yield outcomes from USPTO patents with 853,638 reactions. Task: Predict the reaction yield, written as a fraction of the theoretical maximum amount of product (1.0 means a 100% yield; for example, 0.34 means a 34% yield). The reactants are [CH3:1][C:2]1[N:3]([C:11]2[CH:16]=[CH:15][C:14]([OH:17])=[CH:13][CH:12]=2)[C:4]2[C:9]([CH:10]=1)=[CH:8][CH:7]=[CH:6][CH:5]=2.Br[CH2:19][CH2:20][CH2:21][Cl:22].C(=O)([O-])[O-].[K+].[K+]. The catalyst is CC(=O)CC. The product is [Cl:22][CH2:21][CH2:20][CH2:19][O:17][C:14]1[CH:15]=[CH:16][C:11]([N:3]2[C:4]3[C:9](=[CH:8][CH:7]=[CH:6][CH:5]=3)[CH:10]=[C:2]2[CH3:1])=[CH:12][CH:13]=1. The yield is 0.560.